From a dataset of Tyrosyl-DNA phosphodiesterase HTS with 341,365 compounds. Binary Classification. Given a drug SMILES string, predict its activity (active/inactive) in a high-throughput screening assay against a specified biological target. (1) The molecule is S=C(Nc1ccc(N2CCCC2)cc1)NC(=O)c1cc(OCC)ccc1. The result is 0 (inactive). (2) The molecule is Clc1sc(C(=O)COC(=O)CN2C(=O)C(NC2=O)(C)C)cc1. The result is 0 (inactive). (3) The drug is S1Cc2c(n(nc2C(=O)NCCc2ccc(OCC)cc2)C)c2c1cccc2. The result is 0 (inactive). (4) The drug is Clc1cc2c(N(CCC)C(=O)C2=O)cc1. The result is 0 (inactive). (5) The compound is Brc1cc2c(C(=O)NCCc3ccc(S(=O)(=O)N)cc3)cc(nc2cc1)c1ncccc1. The result is 0 (inactive). (6) The compound is o1c(ccc1)/C=C/C=N\NC(=O)c1ncccc1. The result is 0 (inactive). (7) The compound is S\1c2nc3c(cc2CN(Cc2sccc2)C1=N/CCOC)cc(cc3)C. The result is 0 (inactive). (8) The compound is S=C(NC(=O)CC12CC3CC(C2)CC(C1)C3)NCc1ccccc1. The result is 0 (inactive). (9) The compound is S(CC(=O)Nc1c(cccc1)C(OCC)=O)c1oc2c(n1)cccc2. The result is 0 (inactive). (10) The molecule is s1c(N2CCN(CC2)c2ccc(OC)cc2)ncc1. The result is 0 (inactive).